This data is from Full USPTO retrosynthesis dataset with 1.9M reactions from patents (1976-2016). The task is: Predict the reactants needed to synthesize the given product. (1) Given the product [Cl:7][C:8]1[CH:9]=[C:10]([NH:22][C:23]2[C:32]3[C:27](=[CH:28][CH:29]=[CH:30][C:31]=3[O:33][CH2:34][C@H:35]3[CH2:39][CH2:38][CH2:37][N:36]3[C:1](=[O:6])[C@H:2]([OH:3])[CH3:4])[N:26]=[CH:25][N:24]=2)[CH:11]=[CH:12][C:13]=1[O:14][CH2:15][C:16]1[CH:21]=[CH:20][CH:19]=[CH:18][N:17]=1, predict the reactants needed to synthesize it. The reactants are: [C:1]([OH:6])(=O)[C@@H:2]([CH3:4])[OH:3].[Cl:7][C:8]1[CH:9]=[C:10]([NH:22][C:23]2[C:32]3[C:27](=[CH:28][CH:29]=[CH:30][C:31]=3[O:33][CH2:34][C@H:35]3[CH2:39][CH2:38][CH2:37][NH:36]3)[N:26]=[CH:25][N:24]=2)[CH:11]=[CH:12][C:13]=1[O:14][CH2:15][C:16]1[CH:21]=[CH:20][CH:19]=[CH:18][N:17]=1. (2) Given the product [CH3:1][C:2]1[N:3]=[C:4]([C:7]2[C:8](=[O:24])[O:9][C:10]3[C:15]([CH:16]=2)=[CH:14][C:13]([CH2:17][CH2:18][CH2:19][CH2:20][CH2:21][CH3:22])=[C:12]([O:23][C:25](=[O:27])[CH3:26])[CH:11]=3)[S:5][CH:6]=1, predict the reactants needed to synthesize it. The reactants are: [CH3:1][C:2]1[N:3]=[C:4]([C:7]2[C:8](=[O:24])[O:9][C:10]3[C:15]([CH:16]=2)=[CH:14][C:13]([CH2:17][CH2:18][CH2:19][CH2:20][CH2:21][CH3:22])=[C:12]([OH:23])[CH:11]=3)[S:5][CH:6]=1.[C:25](OC(=O)C)(=[O:27])[CH3:26]. (3) Given the product [CH3:23][N:24]1[CH:28]=[CH:27][C:26]([NH:29][C:18]([C:14]2[N:13]([NH:12][C:10](=[O:11])[CH:9]([NH:8][C:6](=[O:7])[O:5][C:1]([CH3:2])([CH3:3])[CH3:4])[CH3:22])[CH:17]=[CH:16][CH:15]=2)=[O:20])=[N:25]1, predict the reactants needed to synthesize it. The reactants are: [C:1]([O:5][C:6]([NH:8][C@@H:9]([CH3:22])[C:10]([NH:12][N:13]1[CH:17]=[CH:16][CH:15]=[C:14]1[C:18]([O:20]C)=O)=[O:11])=[O:7])([CH3:4])([CH3:3])[CH3:2].[CH3:23][N:24]1[CH:28]=[CH:27][C:26]([NH2:29])=[N:25]1. (4) Given the product [C:4]1([CH2:1][CH2:2][OH:10])[CH:9]=[CH:8][CH:7]=[CH:6][CH:5]=1, predict the reactants needed to synthesize it. The reactants are: [C:1]([C:4]1[CH:9]=[CH:8][CH:7]=[CH:6][CH:5]=1)(=O)[CH3:2].[OH2:10].